Dataset: Full USPTO retrosynthesis dataset with 1.9M reactions from patents (1976-2016). Task: Predict the reactants needed to synthesize the given product. (1) Given the product [C:1]([OH:6])(=[O:5])[C:2]([OH:4])=[O:3].[N+:7]([O-:10])([OH:9])=[O:8], predict the reactants needed to synthesize it. The reactants are: [C:1]([OH:6])(=[O:5])[C:2]([OH:4])=[O:3].[N+:7]([O-:10])([OH:9])=[O:8]. (2) Given the product [Cl:23][C:24]1[N:29]=[C:28]([NH:30][C:2]2[N:7]=[CH:6][C:5]3[N:8]=[C:9]([CH:14]([O:16][CH:17]4[CH2:22][CH2:21][CH2:20][CH2:19][O:18]4)[CH3:15])[N:10]([CH:11]([CH3:13])[CH3:12])[C:4]=3[CH:3]=2)[CH:27]=[CH:26][N:25]=1, predict the reactants needed to synthesize it. The reactants are: Br[C:2]1[N:7]=[CH:6][C:5]2[N:8]=[C:9]([CH:14]([O:16][CH:17]3[CH2:22][CH2:21][CH2:20][CH2:19][O:18]3)[CH3:15])[N:10]([CH:11]([CH3:13])[CH3:12])[C:4]=2[CH:3]=1.[Cl:23][C:24]1[N:29]=[C:28]([NH2:30])[CH:27]=[CH:26][N:25]=1.C1(P(C2C=CC=CC=2)C2C3OC4C(=CC=CC=4P(C4C=CC=CC=4)C4C=CC=CC=4)C(C)(C)C=3C=CC=2)C=CC=CC=1.C(=O)([O-])[O-].[Cs+].[Cs+]. (3) Given the product [NH2:20][C:19]1[CH:18]=[CH:24][CH:23]=[CH:22][C:13]=1[C:12]([C:2]1[CH:7]=[CH:6][N:5]=[CH:4][CH:3]=1)=[O:11], predict the reactants needed to synthesize it. The reactants are: Br[C:2]1[CH:7]=[CH:6][N:5]=[CH:4][CH:3]=1.Cl.CC[O:11][CH2:12][CH3:13].[Mg+2].[Br-].[Br-].C(#N)[C:18]1[C:19](=C[CH:22]=[CH:23][CH:24]=1)[NH2:20].S(=O)(=O)(O)O. (4) Given the product [OH:11][C:3]1[C:2]([CH3:1])=[CH:10][C:9]([OH:14])=[CH:8][C:4]=1[C:5]([OH:7])=[O:6], predict the reactants needed to synthesize it. The reactants are: [CH3:1][C:2]1[CH:10]=[CH:9][CH:8]=[C:4]([C:5]([OH:7])=[O:6])[C:3]=1[OH:11].[OH-].[Na+].[O-:14]S(OOS([O-])(=O)=O)(=O)=O.[K+].[K+].Cl.